This data is from Forward reaction prediction with 1.9M reactions from USPTO patents (1976-2016). The task is: Predict the product of the given reaction. (1) Given the reactants [CH:1]1([CH:6]([OH:8])[CH3:7])[CH2:5][CH2:4][CH2:3][CH2:2]1.[N+](=[CH:11][C:12]([O:14][CH2:15][CH3:16])=[O:13])=[N-], predict the reaction product. The product is: [CH2:15]([O:14][C:12](=[O:13])[CH2:11][O:8][CH:6]([CH:1]1[CH2:5][CH2:4][CH2:3][CH2:2]1)[CH3:7])[CH3:16]. (2) Given the reactants [C:1]([C:4]1[C:33](=[O:34])[C@@:8]2([CH3:35])[C:9]3[C:15]([OH:16])=[CH:14][C:13]([O:17][CH3:18])=[C:12]([C:19]([NH:21][CH2:22][C:23]4[C:28]([CH3:29])=[CH:27][C:26]([OH:30])=[C:25]([CH3:31])[C:24]=4[CH3:32])=[O:20])[C:10]=3[O:11][C:7]2=[CH:6][C:5]=1[OH:36])(=[O:3])[CH3:2].C(=O)([O-])[O-].[K+].[K+].[Cl:43][C:44]1[CH:51]=[C:50]([Cl:52])[CH:49]=[CH:48][C:45]=1[CH2:46]Cl.Cl, predict the reaction product. The product is: [C:1]([C:4]1[C:33](=[O:34])[C@@:8]2([CH3:35])[C:9]3[C:15]([OH:16])=[CH:14][C:13]([O:17][CH3:18])=[C:12]([C:19]([NH:21][CH2:22][C:23]4[C:28]([CH3:29])=[CH:27][C:26]([O:30][CH2:46][C:45]5[CH:48]=[CH:49][C:50]([Cl:52])=[CH:51][C:44]=5[Cl:43])=[C:25]([CH3:31])[C:24]=4[CH3:32])=[O:20])[C:10]=3[O:11][C:7]2=[CH:6][C:5]=1[OH:36])(=[O:3])[CH3:2]. (3) The product is: [C:27]1([C:17]2[N:18]=[C:19]([C:21]3[CH:22]=[CH:23][CH:24]=[CH:25][CH:26]=3)[N:20]=[C:15]([N:11]3[C:10]4[CH:9]=[C:8]5[C:33]([CH3:41])([CH3:40])[C:34]6[C:39]([C:7]5=[CH:6][C:5]=4[C:4]4[C:12]3=[CH:13][CH:14]=[C:2]([N:54]3[C:53]5[CH:52]=[C:51]7[C:73]([CH3:74])([CH3:75])[C:76]8[C:49]([C:50]7=[CH:62][C:61]=5[C:60]5[C:55]3=[CH:56][CH:57]=[CH:58][CH:59]=5)=[CH:48][CH:47]=[CH:46][CH:45]=8)[CH:3]=4)=[CH:38][CH:37]=[CH:36][CH:35]=6)[N:16]=2)[CH:32]=[CH:31][CH:30]=[CH:29][CH:28]=1. Given the reactants Br[C:2]1[CH:3]=[C:4]2[C:12](=[CH:13][CH:14]=1)[N:11]([C:15]1[N:20]=[C:19]([C:21]3[CH:26]=[CH:25][CH:24]=[CH:23][CH:22]=3)[N:18]=[C:17]([C:27]3[CH:32]=[CH:31][CH:30]=[CH:29][CH:28]=3)[N:16]=1)[C:10]1[CH:9]=[C:8]3[C:33]([CH3:41])([CH3:40])[C:34]4[C:39]([C:7]3=[CH:6][C:5]2=1)=[CH:38][CH:37]=[CH:36][CH:35]=4.CC1(C)[C:51]2=[CH:52][C:53]3[NH:54][C:55]4[C:60]([C:61]=3[CH:62]=[C:50]2[C:49]2C1=[CH:45][CH:46]=[CH:47][CH:48]=2)=[CH:59][CH:58]=[CH:57][CH:56]=4.[C:73](P([C:73]([CH3:76])([CH3:75])[CH3:74])[C:73]([CH3:76])([CH3:75])[CH3:74])([CH3:76])([CH3:75])[CH3:74], predict the reaction product. (4) Given the reactants [Cl:1][C:2]1[CH:7]=[CH:6][C:5]([C:8]2([OH:20])[CH2:13][CH2:12][N:11]([CH:14]3[CH:18]([OH:19])[CH2:17][NH:16][CH2:15]3)[CH2:10][CH2:9]2)=[CH:4][CH:3]=1.Cl[C:22]1[C:31]2[C:26](=[CH:27][C:28]([Cl:32])=[CH:29][CH:30]=2)[N:25]=[CH:24][N:23]=1, predict the reaction product. The product is: [Cl:1][C:2]1[CH:7]=[CH:6][C:5]([C:8]2([OH:20])[CH2:13][CH2:12][N:11]([C@@H:14]3[C@@H:18]([OH:19])[CH2:17][N:16]([C:22]4[C:31]5[C:26](=[CH:27][C:28]([Cl:32])=[CH:29][CH:30]=5)[N:25]=[CH:24][N:23]=4)[CH2:15]3)[CH2:10][CH2:9]2)=[CH:4][CH:3]=1. (5) Given the reactants ON1C(=O)N(O)C(=O)N(O)[C:3]1=[O:12].[C:13]([OH:16])(=[O:15])[CH3:14].[OH2:17].[CH3:18][C:19]1C=C[C:22](C)=[CH:23][CH:24]=1, predict the reaction product. The product is: [C:3]([OH:12])(=[O:17])[C:24]1[CH:23]=[CH:22][C:14]([C:13]([OH:16])=[O:15])=[CH:18][CH:19]=1.